Dataset: Full USPTO retrosynthesis dataset with 1.9M reactions from patents (1976-2016). Task: Predict the reactants needed to synthesize the given product. (1) Given the product [C:23]([O:22][C:20]([N:16]1[CH2:17][CH2:18][N:14]([C:8]2[C:5]3[CH:6]=[N:7][C:2]([Cl:1])=[CH:3][C:4]=3[N:10]([CH:11]([CH3:13])[CH3:12])[N:9]=2)[C:15]1=[O:19])=[O:21])([CH3:26])([CH3:25])[CH3:24], predict the reactants needed to synthesize it. The reactants are: [Cl:1][C:2]1[N:7]=[CH:6][C:5]2[C:8]([N:14]3[CH2:18][CH2:17][NH:16][C:15]3=[O:19])=[N:9][N:10]([CH:11]([CH3:13])[CH3:12])[C:4]=2[CH:3]=1.[C:20](O[C:20]([O:22][C:23]([CH3:26])([CH3:25])[CH3:24])=[O:21])([O:22][C:23]([CH3:26])([CH3:25])[CH3:24])=[O:21]. (2) Given the product [Cl:24][C:25]1[C:30]([C:31]([NH:23][C:18]2[CH:19]=[CH:20][CH:21]=[C:22]3[C:17]=2[N:16]=[CH:15][N:14]=[C:13]3[NH:12][C:3]2[CH:4]=[C:5]([C:8]([F:9])([F:10])[F:11])[CH:6]=[CH:7][C:2]=2[F:1])=[O:32])=[C:29]([F:34])[C:28]([CH2:35][NH:36][C:37](=[O:42])[C:38]([CH3:40])([CH3:39])[CH3:41])=[CH:27][CH:26]=1, predict the reactants needed to synthesize it. The reactants are: [F:1][C:2]1[CH:7]=[CH:6][C:5]([C:8]([F:11])([F:10])[F:9])=[CH:4][C:3]=1[NH:12][C:13]1[C:22]2[C:17](=[C:18]([NH2:23])[CH:19]=[CH:20][CH:21]=2)[N:16]=[CH:15][N:14]=1.[Cl:24][C:25]1[C:30]([C:31](O)=[O:32])=[C:29]([F:34])[C:28]([CH2:35][NH:36][C:37](=[O:42])[C:38]([CH3:41])([CH3:40])[CH3:39])=[CH:27][CH:26]=1.C(Cl)(=O)C(Cl)=O.CCN(C(C)C)C(C)C. (3) Given the product [F:1][C:2]1[CH:3]=[CH:4][C:5]([C:6]([N:8]2[CH2:13][CH2:12][CH2:11][C@H:10]([C:14]3[O:15][CH:23]=[C:22]([C:21]4[CH:26]=[CH:27][CH:28]=[CH:29][C:20]=4[F:19])[N:16]=3)[CH2:9]2)=[O:7])=[CH:17][CH:18]=1, predict the reactants needed to synthesize it. The reactants are: [F:1][C:2]1[CH:18]=[CH:17][C:5]([C:6]([N:8]2[CH2:13][CH2:12][CH2:11][C@H:10]([C:14]([NH2:16])=[O:15])[CH2:9]2)=[O:7])=[CH:4][CH:3]=1.[F:19][C:20]1[CH:29]=[CH:28][CH:27]=[CH:26][C:21]=1[C:22](=O)[CH2:23]Br.C(OCC)(=O)C. (4) Given the product [CH:25]1[C:24]2[CH:23]=[CH:22][C:21]3[C:30](=[CH:17][CH:18]=[CH:19][CH:20]=3)[C:4]=2[CH:3]=[C:14]([NH2:13])[CH:26]=1, predict the reactants needed to synthesize it. The reactants are: C1N(COCCO)[C:4]2NC(N)=[N:13][C:14](=O)[C:3]=2N=1.[CH:17]1[C:30]2C=CC3[C:22](=[CH:23][CH:24]=[CH:25][CH:26]=3)[C:21]=2[CH:20]=[C:19](C(=NO)C)[CH:18]=1. (5) Given the product [CH:2]([C:3](=[CH2:19])[C:4]([C:6]1[S:7][CH:8]=[C:9]([C:11]2[CH:16]=[C:15]([CH3:17])[CH:14]=[CH:13][CH:12]=2)[CH:10]=1)=[O:5])([CH3:18])[CH3:1], predict the reactants needed to synthesize it. The reactants are: [CH3:1][CH:2]([CH3:18])[CH2:3][C:4]([C:6]1[S:7][CH:8]=[C:9]([C:11]2[CH:16]=[C:15]([CH3:17])[CH:14]=[CH:13][CH:12]=2)[CH:10]=1)=[O:5].[CH2:19]1N2CN3CN(C2)CN1C3.C(OC(=O)C)(=O)C. (6) Given the product [Cl:21][C:22]1[CH:23]=[CH:24][C:25]([C:26]2[O:27][C:2]([NH:1][C:4]3[CH:9]=[CH:8][CH:7]=[C:6]([C:10]4[CH:15]=[CH:14][CH:13]=[C:12]([N:16]5[CH2:20][CH2:19][CH2:18][CH2:17]5)[N:11]=4)[CH:5]=3)=[N:29][N:28]=2)=[CH:30][CH:31]=1, predict the reactants needed to synthesize it. The reactants are: [N:1]([C:4]1[CH:5]=[C:6]([C:10]2[CH:15]=[CH:14][CH:13]=[C:12]([N:16]3[CH2:20][CH2:19][CH2:18][CH2:17]3)[N:11]=2)[CH:7]=[CH:8][CH:9]=1)=[C:2]=S.[Cl:21][C:22]1[CH:31]=[CH:30][C:25]([C:26]([NH:28][NH2:29])=[O:27])=[CH:24][CH:23]=1. (7) Given the product [OH:10][CH2:9][C:8]1[CH:12]=[CH:13][C:5]([C:3]([O:2][CH3:1])=[O:4])=[C:6]([CH3:14])[CH:7]=1, predict the reactants needed to synthesize it. The reactants are: [CH3:1][O:2][C:3]([C:5]1[CH:13]=[CH:12][C:8]([C:9](O)=[O:10])=[CH:7][C:6]=1[CH3:14])=[O:4].